Dataset: Forward reaction prediction with 1.9M reactions from USPTO patents (1976-2016). Task: Predict the product of the given reaction. (1) Given the reactants [CH2:1]([N:8]1[CH2:13][CH2:12][N:11]2[CH2:14][C@H:15]([OH:17])[CH2:16][C@H:10]2[CH2:9]1)[C:2]1[CH:7]=[CH:6][CH:5]=[CH:4][CH:3]=1.CC(C)([O-])C.[K+].Br[C:25]1[CH:30]=[N:29][C:28]([CH:31]2[CH2:33][CH2:32]2)=[CH:27][N:26]=1, predict the reaction product. The product is: [CH2:1]([N:8]1[CH2:13][CH2:12][N:11]2[CH2:14][C@H:15]([O:17][C:25]3[CH:30]=[N:29][C:28]([CH:31]4[CH2:33][CH2:32]4)=[CH:27][N:26]=3)[CH2:16][C@H:10]2[CH2:9]1)[C:2]1[CH:3]=[CH:4][CH:5]=[CH:6][CH:7]=1. (2) The product is: [OH:38][CH2:37][C:36]1[CH:39]=[CH:40][CH:41]=[CH:42][C:35]=1[S:34][C:29]1[CH:30]=[CH:31][CH:32]=[CH:33][C:28]=1[CH2:27][NH:26][C:2]1[N:11]=[C:10]([N:12]2[CH2:17][CH2:16][CH2:15][CH:14]([C:18]([N:20]3[CH2:25][CH2:24][O:23][CH2:22][CH2:21]3)=[O:19])[CH2:13]2)[C:9]2[C:4](=[CH:5][CH:6]=[CH:7][CH:8]=2)[N:3]=1. Given the reactants Cl[C:2]1[N:11]=[C:10]([N:12]2[CH2:17][CH2:16][CH2:15][CH:14]([C:18]([N:20]3[CH2:25][CH2:24][O:23][CH2:22][CH2:21]3)=[O:19])[CH2:13]2)[C:9]2[C:4](=[CH:5][CH:6]=[CH:7][CH:8]=2)[N:3]=1.[NH2:26][CH2:27][C:28]1[CH:33]=[CH:32][CH:31]=[CH:30][C:29]=1[S:34][C:35]1[CH:42]=[CH:41][CH:40]=[CH:39][C:36]=1[CH2:37][OH:38], predict the reaction product.